Dataset: Experimentally validated miRNA-target interactions with 360,000+ pairs, plus equal number of negative samples. Task: Binary Classification. Given a miRNA mature sequence and a target amino acid sequence, predict their likelihood of interaction. The miRNA is hsa-miR-3690 with sequence ACCUGGACCCAGCGUAGACAAAG. The protein sequence of the target gene is MWDQRLVRLALLQHLRAFYGIKVKGVRGQCDRRRHETAATEIGGKIFGVPFNALPHSAVPEYGHIPSFLVDACTSLEDHIHTEGLFRKSGSVIRLKALKNKVDHGEGCLSSAPPCDIAGLLKQFFRELPEPILPADLHEALLKAQQLGTEEKNKATLLLSCLLADHTVHVLRYFFNFLRNVSLRSSENKMDSSNLAVIFAPNLLQTSEGHEKMSSNTEKKLRLQAAVVQTLIDYASDIGRVPDFILEKIPAMLGIDGLCATPSLEGFEEGEYETPGEYKRKRRQSVGDFVSGALNKFKPN.... Result: 1 (interaction).